From a dataset of Forward reaction prediction with 1.9M reactions from USPTO patents (1976-2016). Predict the product of the given reaction. Given the reactants [H-].[Na+].[CH3:3][C:4]([OH:9])([C@H:6]([OH:8])[CH3:7])[CH3:5].[Cl:10][C:11]1[N:16]=[C:15](Cl)[C:14]([I:18])=[CH:13][N:12]=1.[Na+].[Cl-], predict the reaction product. The product is: [Cl:10][C:11]1[N:16]=[C:15]([O:8][C@H:6]([CH3:7])[C:4]([CH3:5])([OH:9])[CH3:3])[C:14]([I:18])=[CH:13][N:12]=1.